From a dataset of Reaction yield outcomes from USPTO patents with 853,638 reactions. Predict the reaction yield, written as a fraction of the theoretical maximum amount of product (1.0 means a 100% yield; for example, 0.34 means a 34% yield). (1) The reactants are [CH2:1]([O:4][CH2:5][C:6]#[CH:7])[C:2]#[CH:3]. The catalyst is C(O)C.C1C=CC(P(C2C=CC=CC=2)C2C=CC=CC=2)=CC=1.C1C=CC(P(C2C=CC=CC=2)C2C=CC=CC=2)=CC=1.C1C=CC(P(C2C=CC=CC=2)C2C=CC=CC=2)=CC=1.[Cl-].[Rh]. The product is [CH2:1]1[C:2]2[C:6](=[CH:7][C:2]([CH2:1][OH:4])=[CH:3][CH:3]=2)[CH2:5][O:4]1. The yield is 0.600. (2) The reactants are [C:1]([O:5][C:6]([N:8]1[CH2:13][CH2:12][CH:11]([N:14]2[C:18]3=[N:19][C:20]([NH2:24])=[N:21][C:22](Cl)=[C:17]3[CH:16]=[N:15]2)[CH2:10][CH2:9]1)=[O:7])([CH3:4])([CH3:3])[CH3:2].[OH:25][C:26]1[CH:33]=[CH:32][CH:31]=[CH:30][C:27]=1[C:28]#[N:29].C(=O)([O-])[O-].[K+].[K+]. The catalyst is CN(C)C=O. The product is [C:1]([O:5][C:6]([N:8]1[CH2:13][CH2:12][CH:11]([N:14]2[C:18]3=[N:19][C:20]([NH2:24])=[N:21][C:22]([O:25][C:26]4[CH:33]=[CH:32][CH:31]=[CH:30][C:27]=4[C:28]#[N:29])=[C:17]3[CH:16]=[N:15]2)[CH2:10][CH2:9]1)=[O:7])([CH3:4])([CH3:3])[CH3:2]. The yield is 0.940.